From a dataset of NCI-60 drug combinations with 297,098 pairs across 59 cell lines. Regression. Given two drug SMILES strings and cell line genomic features, predict the synergy score measuring deviation from expected non-interaction effect. (1) Drug 1: CC1=C2C(C(=O)C3(C(CC4C(C3C(C(C2(C)C)(CC1OC(=O)C(C(C5=CC=CC=C5)NC(=O)OC(C)(C)C)O)O)OC(=O)C6=CC=CC=C6)(CO4)OC(=O)C)OC)C)OC. Drug 2: C(CC(=O)O)C(=O)CN.Cl. Cell line: UACC-257. Synergy scores: CSS=23.5, Synergy_ZIP=-4.27, Synergy_Bliss=-1.24, Synergy_Loewe=-6.41, Synergy_HSA=0.653. (2) Drug 1: C1=CC(=CC=C1CCCC(=O)O)N(CCCl)CCCl. Drug 2: C#CCC(CC1=CN=C2C(=N1)C(=NC(=N2)N)N)C3=CC=C(C=C3)C(=O)NC(CCC(=O)O)C(=O)O. Cell line: SN12C. Synergy scores: CSS=7.26, Synergy_ZIP=-10.5, Synergy_Bliss=-8.04, Synergy_Loewe=-7.49, Synergy_HSA=-7.42.